From a dataset of Catalyst prediction with 721,799 reactions and 888 catalyst types from USPTO. Predict which catalyst facilitates the given reaction. (1) Product: [Cl:19][C:18]1[CH:17]=[CH:16][N:15]=[CH:14][C:13]=1[NH:12][C:2](=[O:3])[O:4][CH2:5][C:6]1[CH:11]=[CH:10][CH:9]=[CH:8][CH:7]=1. Reactant: Cl[C:2]([O:4][CH2:5][C:6]1[CH:11]=[CH:10][CH:9]=[CH:8][CH:7]=1)=[O:3].[NH2:12][C:13]1[CH:14]=[N:15][CH:16]=[CH:17][C:18]=1[Cl:19].N1C=CC=CC=1. The catalyst class is: 1. (2) Reactant: [Br:1][C:2]1[CH:3]=[C:4]([F:9])[C:5](Cl)=[N:6][CH:7]=1.[Na+].[I-:11].CC#N.Cl[Si](C)(C)C. Product: [Br:1][C:2]1[CH:3]=[C:4]([F:9])[C:5]([I:11])=[N:6][CH:7]=1. The catalyst class is: 13. (3) Reactant: [C:1]([CH2:3][C:4]([O:6][CH2:7][CH3:8])=[O:5])#[N:2].[N:9]([CH2:12][CH2:13][CH3:14])=[C:10]=[O:11].C(N(CC)CC)C. Product: [C:1]([CH:3]([C:10](=[O:11])[NH:9][CH2:12][CH2:13][CH3:14])[C:4]([O:6][CH2:7][CH3:8])=[O:5])#[N:2]. The catalyst class is: 18. (4) Reactant: C([N-]C(C)C)(C)C.[Li+].[CH2:9]([SnH:13]([CH2:18][CH2:19][CH2:20][CH3:21])[CH2:14][CH2:15][CH2:16][CH3:17])[CH2:10][CH2:11][CH3:12].Cl[C:23]1[N:28]=[C:27]([Cl:29])[CH:26]=[CH:25][N:24]=1. Product: [Cl:29][C:27]1[CH:26]=[CH:25][N:24]=[C:23]([Sn:13]([CH2:9][CH2:10][CH2:11][CH3:12])([CH2:14][CH2:15][CH2:16][CH3:17])[CH2:18][CH2:19][CH2:20][CH3:21])[N:28]=1. The catalyst class is: 1. (5) Reactant: [Br:1][C:2]1[CH:3]=[C:4]([CH:8]([OH:22])[CH2:9][NH:10][CH2:11][C:12]([NH:14][C:15]2[CH:20]=[CH:19][CH:18]=[CH:17][C:16]=2[CH3:21])=[O:13])[CH:5]=[CH:6][CH:7]=1.[O:23](C(OC(C)(C)C)=O)[C:24]([O:26][C:27]([CH3:30])([CH3:29])[CH3:28])=O.C([O-])(O)=O.[Na+].C(OCC)(=O)C. Product: [C:27]([O:26][C:24](=[O:23])[N:10]([CH2:9][CH:8]([C:4]1[CH:5]=[CH:6][CH:7]=[C:2]([Br:1])[CH:3]=1)[OH:22])[CH2:11][C:12](=[O:13])[NH:14][C:15]1[CH:20]=[CH:19][CH:18]=[CH:17][C:16]=1[CH3:21])([CH3:30])([CH3:29])[CH3:28]. The catalyst class is: 230. (6) Reactant: [F:1][C:2]1[CH:7]=[CH:6][C:5]([F:8])=[CH:4][C:3]=1[C@H:9]1[CH2:13][CH2:12][CH2:11][N:10]1[C:14]1[CH:19]=[CH:18][N:17]2[N:20]=[CH:21][C:22]([NH2:23])=[C:16]2[N:15]=1.C1N=CN([C:29]([N:31]2[CH:35]=N[CH:33]=[CH:32]2)=[O:30])C=1.N1CC[O:39][CH2:38]C1. Product: [F:1][C:2]1[CH:7]=[CH:6][C:5]([F:8])=[CH:4][C:3]=1[C@H:9]1[CH2:13][CH2:12][CH2:11][N:10]1[C:14]1[CH:19]=[CH:18][N:17]2[N:20]=[CH:21][C:22]([NH:23][C:29]([N:31]3[CH2:32][CH2:33][O:39][CH2:38][CH2:35]3)=[O:30])=[C:16]2[N:15]=1. The catalyst class is: 2. (7) Reactant: [Br:1][C:2]1[CH:10]=[C:9]2[C:5]([CH:6]=[N:7][N:8]2[CH:11]2[CH2:16][CH2:15][N:14](C(OC(C)(C)C)=O)[CH2:13][CH2:12]2)=[C:4]([C:24](=[O:36])[NH:25][CH2:26][C:27]2[C:28](=[O:35])[NH:29][C:30]([CH3:34])=[CH:31][C:32]=2[CH3:33])[CH:3]=1.C(O)(C(F)(F)F)=O. The catalyst class is: 2. Product: [Br:1][C:2]1[CH:3]=[C:4]([C:24]([NH:25][CH2:26][C:27]2[C:28](=[O:35])[NH:29][C:30]([CH3:34])=[CH:31][C:32]=2[CH3:33])=[O:36])[C:5]2[CH:6]=[N:7][N:8]([CH:11]3[CH2:16][CH2:15][NH:14][CH2:13][CH2:12]3)[C:9]=2[CH:10]=1. (8) Reactant: [F:1][C:2]([F:17])([F:16])[C:3]1[CH:8]=[CH:7][C:6]([N:9]2[CH2:14][CH2:13][CH:12]([OH:15])[CH2:11][CH2:10]2)=[CH:5][CH:4]=1.[OH-].[Na+].Br[CH2:21][C:22]([O:24][C:25]([CH3:28])([CH3:27])[CH3:26])=[O:23]. Product: [C:25]([O:24][C:22](=[O:23])[CH2:21][O:15][CH:12]1[CH2:13][CH2:14][N:9]([C:6]2[CH:5]=[CH:4][C:3]([C:2]([F:1])([F:16])[F:17])=[CH:8][CH:7]=2)[CH2:10][CH2:11]1)([CH3:28])([CH3:27])[CH3:26]. The catalyst class is: 596. (9) Reactant: [C:1]([NH:4][C:5]1[C:14]([N+:15]([O-])=O)=[CH:13][C:8]([C:9]([O:11][CH3:12])=[O:10])=[C:7]([OH:18])[C:6]=1[Br:19])(=[O:3])[CH3:2].O.O.Cl[Sn]Cl. Product: [C:1]([NH:4][C:5]1[C:14]([NH2:15])=[CH:13][C:8]([C:9]([O:11][CH3:12])=[O:10])=[C:7]([OH:18])[C:6]=1[Br:19])(=[O:3])[CH3:2]. The catalyst class is: 361.